From a dataset of Full USPTO retrosynthesis dataset with 1.9M reactions from patents (1976-2016). Predict the reactants needed to synthesize the given product. The reactants are: [O:1]([CH2:8][CH2:9][N:10]1[CH2:15][CH2:14][CH2:13][CH2:12][C@@H:11]1[C:16]([NH:18][C@H:19]([C:21]1[CH:30]=[CH:29][C:24]([C:25]([O:27]C)=[O:26])=[CH:23][CH:22]=1)[CH3:20])=[O:17])[C:2]1[CH:7]=[CH:6][CH:5]=[CH:4][CH:3]=1.[OH-].[Na+].[ClH:33]. Given the product [ClH:33].[O:1]([CH2:8][CH2:9][N:10]1[CH2:15][CH2:14][CH2:13][CH2:12][C@@H:11]1[C:16]([NH:18][C@H:19]([C:21]1[CH:22]=[CH:23][C:24]([C:25]([OH:27])=[O:26])=[CH:29][CH:30]=1)[CH3:20])=[O:17])[C:2]1[CH:3]=[CH:4][CH:5]=[CH:6][CH:7]=1, predict the reactants needed to synthesize it.